Dataset: Catalyst prediction with 721,799 reactions and 888 catalyst types from USPTO. Task: Predict which catalyst facilitates the given reaction. Reactant: [CH3:1][O:2][C:3]1[CH:16]=[CH:15][C:6]([CH2:7][N:8]2[CH:12]=[C:11]([CH2:13][NH2:14])[N:10]=[N:9]2)=[CH:5][CH:4]=1.CO[C:19]1[CH:32]=[CH:31][C:22]([CH2:23][N:24]2[C:28](CN)=CN=N2)=[CH:21][CH:20]=1.[CH:33]([C:35]1[CH:40]=[CH:39][C:38]([B:41]([OH:43])[OH:42])=[CH:37][CH:36]=1)=O.C([O:47][BH-:48](OC(=O)C)[O:49]C(=O)C)(=O)C.[Na+].COC1C=CC(CN2C=C(CNCC3C=CC(B(O)O)=CC=3)N=N2)=CC=1.COC1C=CC(CN2C(CNCC3C=CC(B(O)O)=CC=3)=CN=N2)=CC=1.C(=O)([O-])[O-].[K+].[K+].[C:116](OC(OC(C)(C)C)=O)([O:118][C:119]([CH3:122])([CH3:121])[CH3:120])=[O:117]. Product: [C:119]([O:118][C:116]([N:14]([CH2:33][C:35]1[CH:40]=[CH:39][C:38]([B:41]([OH:43])[OH:42])=[CH:37][CH:36]=1)[CH2:13][C:11]1[N:10]=[N:9][N:8]([CH2:7][C:6]2[CH:5]=[CH:4][C:3]([O:2][CH3:1])=[CH:16][CH:15]=2)[CH:12]=1)=[O:117])([CH3:122])([CH3:121])[CH3:120].[C:119]([O:118][C:116]([N:24]([CH2:23][C:22]1[CH:21]=[CH:20][C:19]([B:48]([OH:49])[OH:47])=[CH:32][CH:31]=1)[CH2:28][C:12]1[N:8]([CH2:7][C:6]2[CH:5]=[CH:4][C:3]([O:2][CH3:1])=[CH:16][CH:15]=2)[N:9]=[N:10][CH:11]=1)=[O:117])([CH3:122])([CH3:121])[CH3:120]. The catalyst class is: 253.